From a dataset of Full USPTO retrosynthesis dataset with 1.9M reactions from patents (1976-2016). Predict the reactants needed to synthesize the given product. (1) Given the product [CH2:1]([O:3][C:4]1[C:5]2[C:12]([I:13])=[CH:11][N:10]([Si:19]([CH:23]([CH3:25])[CH3:24])([CH:20]([CH3:22])[CH3:21])[CH:16]([CH3:18])[CH3:17])[C:6]=2[N:7]=[CH:8][N:9]=1)[CH3:2], predict the reactants needed to synthesize it. The reactants are: [CH2:1]([O:3][C:4]1[C:5]2[C:12]([I:13])=[CH:11][NH:10][C:6]=2[N:7]=[CH:8][N:9]=1)[CH3:2].[H-].[Na+].[CH:16]([Si:19](Cl)([CH:23]([CH3:25])[CH3:24])[CH:20]([CH3:22])[CH3:21])([CH3:18])[CH3:17].O. (2) Given the product [Si:12]([O:11][CH2:10][CH2:9][CH2:8][O:45][C:21]1[CH:22]=[CH:23][C:24](/[C:26](/[C:34]2[N:35]=[C:36]([O:43][CH3:44])[C:37]([CH:40]3[CH2:41][CH2:42]3)=[CH:38][CH:39]=2)=[CH:27]\[CH:28]2[CH2:33][CH2:32][O:31][CH2:30][CH2:29]2)=[CH:25][C:20]=1[Cl:19])([C:15]([CH3:18])([CH3:17])[CH3:16])([CH3:14])[CH3:13], predict the reactants needed to synthesize it. The reactants are: C(=O)([O-])[O-].[K+].[K+].Br[CH2:8][CH2:9][CH2:10][O:11][Si:12]([C:15]([CH3:18])([CH3:17])[CH3:16])([CH3:14])[CH3:13].[Cl:19][C:20]1[CH:25]=[C:24](/[C:26](/[C:34]2[CH:39]=[CH:38][C:37]([CH:40]3[CH2:42][CH2:41]3)=[C:36]([O:43][CH3:44])[N:35]=2)=[CH:27]\[CH:28]2[CH2:33][CH2:32][O:31][CH2:30][CH2:29]2)[CH:23]=[CH:22][C:21]=1[OH:45].O. (3) Given the product [Cl:1][C:2]1[CH:33]=[CH:32][C:5]([C:6]([NH:8][C:9]2[CH:10]=[CH:11][C:12]([CH2:15][N:16]3[C:20]4[N:21]=[C:22]([C:39]5[CH:38]=[CH:37][CH:36]=[C:35]([OH:34])[CH:40]=5)[N:23]=[C:24]([N:25]5[CH2:26][CH2:27][O:28][CH2:29][CH2:30]5)[C:19]=4[N:18]=[N:17]3)=[CH:13][CH:14]=2)=[O:7])=[CH:4][CH:3]=1, predict the reactants needed to synthesize it. The reactants are: [Cl:1][C:2]1[CH:33]=[CH:32][C:5]([C:6]([NH:8][C:9]2[CH:14]=[CH:13][C:12]([CH2:15][N:16]3[C:20]4[N:21]=[C:22](Cl)[N:23]=[C:24]([N:25]5[CH2:30][CH2:29][O:28][CH2:27][CH2:26]5)[C:19]=4[N:18]=[N:17]3)=[CH:11][CH:10]=2)=[O:7])=[CH:4][CH:3]=1.[OH:34][C:35]1[CH:36]=[C:37](B(O)O)[CH:38]=[CH:39][CH:40]=1. (4) Given the product [S:23]1[CH:24]=[CH:25][C:21]([C:19]([NH:18][C:13]2[C:12]3[C:16](=[CH:17][C:9]([C:6]4[CH:5]=[CH:4][C:3]([NH:2][C:45]([NH:44][C:35]5[CH:36]=[C:37]([C:40]([F:41])([F:43])[F:42])[CH:38]=[CH:39][C:34]=5[F:33])=[O:46])=[CH:8][CH:7]=4)=[CH:10][CH:11]=3)[NH:15][N:14]=2)=[O:20])=[CH:22]1, predict the reactants needed to synthesize it. The reactants are: Cl.[NH2:2][C:3]1[CH:8]=[CH:7][C:6]([C:9]2[CH:17]=[C:16]3[C:12]([C:13]([NH:18][C:19]([C:21]4[CH:25]=[CH:24][S:23][CH:22]=4)=[O:20])=[N:14][NH:15]3)=[CH:11][CH:10]=2)=[CH:5][CH:4]=1.C(N(CC)CC)C.[F:33][C:34]1[CH:39]=[CH:38][C:37]([C:40]([F:43])([F:42])[F:41])=[CH:36][C:35]=1[N:44]=[C:45]=[O:46].